This data is from Reaction yield outcomes from USPTO patents with 853,638 reactions. The task is: Predict the reaction yield, written as a fraction of the theoretical maximum amount of product (1.0 means a 100% yield; for example, 0.34 means a 34% yield). (1) The reactants are [CH2:1]([O:3][C:4]([C:6]1[NH:7][C:8]2[C:13]([CH:14]=1)=[CH:12][C:11]([O:15][CH3:16])=[C:10]([Br:17])[CH:9]=2)=[O:5])[CH3:2].[C:18](O[C:18]([O:20][C:21]([CH3:24])([CH3:23])[CH3:22])=[O:19])([O:20][C:21]([CH3:24])([CH3:23])[CH3:22])=[O:19]. The catalyst is CN(C)C1C=CN=CC=1.ClCCl. The product is [CH3:2][CH2:1][O:3][C:4]([C:6]1[N:7]([C:18]([O:20][C:21]([CH3:24])([CH3:23])[CH3:22])=[O:19])[C:8]2[C:13]([CH:14]=1)=[CH:12][C:11]([O:15][CH3:16])=[C:10]([Br:17])[CH:9]=2)=[O:5]. The yield is 1.00. (2) The reactants are [O:1]=[S:2]1(=[O:17])[CH2:7][CH2:6][N:5]([C:8]2[C:14]([F:15])=[CH:13][C:11]([NH2:12])=[CH:10][C:9]=2[F:16])[CH2:4][CH2:3]1.[O-]S(C(F)(F)F)(=O)=O.[Li+].[O:27]1[CH2:33][C@@H:28]1[C:29]([O:31][CH3:32])=[O:30]. The catalyst is C(#N)C. The product is [O:17]=[S:2]1(=[O:1])[CH2:7][CH2:6][N:5]([C:8]2[C:14]([F:15])=[CH:13][C:11]([NH:12][CH2:33][C@@H:28]([OH:27])[C:29]([O:31][CH3:32])=[O:30])=[CH:10][C:9]=2[F:16])[CH2:4][CH2:3]1. The yield is 0.570.